This data is from Forward reaction prediction with 1.9M reactions from USPTO patents (1976-2016). The task is: Predict the product of the given reaction. (1) Given the reactants C([O:3][C:4](=[O:12])[C:5]1[CH:10]=[CH:9][CH:8]=[C:7](I)[CH:6]=1)C.[CH:13]1([C:18]2([CH3:31])[CH2:26][C:25]3[C:20](=[C:21]([CH3:29])[C:22]([CH3:28])=[C:23]([OH:27])[CH:24]=3)[C:19]2=[O:30])[CH2:17][CH2:16][CH2:15][CH2:14]1, predict the reaction product. The product is: [CH:13]1([C:18]2([CH3:31])[CH2:26][C:25]3[C:20](=[C:21]([CH3:29])[C:22]([CH3:28])=[C:23]([O:27][CH2:4][C:5]4[CH:6]=[C:7]([C:7]5[CH:8]=[CH:9][CH:10]=[C:5]([C:4]([OH:3])=[O:12])[CH:6]=5)[CH:8]=[CH:9][CH:10]=4)[CH:24]=3)[C:19]2=[O:30])[CH2:14][CH2:15][CH2:16][CH2:17]1. (2) The product is: [CH2:1]([C@H:8]([NH:39][C:40](=[O:59])[C@H:41]([CH:56]([CH3:58])[CH3:57])[NH:42][C:43]([N:45]([CH2:47][C:48]1[N:49]=[C:50]([CH:53]([CH3:55])[CH3:54])[S:51][CH:52]=1)[CH3:46])=[O:44])[CH2:9][C@H:10]([O:29][CH:30]([O:64][P:60]([O-:63])([O-:62])=[O:61])[CH:31]([CH3:33])[CH3:32])[C@@H:11]([NH:19][C:20]([O:22][CH2:23][C:24]1[S:28][CH:27]=[N:26][CH:25]=1)=[O:21])[CH2:12][C:13]1[CH:14]=[CH:15][CH:16]=[CH:17][CH:18]=1)[C:2]1[CH:7]=[CH:6][CH:5]=[CH:4][CH:3]=1.[Na+:77].[Na+:77]. Given the reactants [CH2:1]([C@H:8]([NH:39][C:40](=[O:59])[C@H:41]([CH:56]([CH3:58])[CH3:57])[NH:42][C:43]([N:45]([CH2:47][C:48]1[N:49]=[C:50]([CH:53]([CH3:55])[CH3:54])[S:51][CH:52]=1)[CH3:46])=[O:44])[CH2:9][C@H:10]([O:29][CH:30](SCC(C)C)[CH:31]([CH3:33])[CH3:32])[C@@H:11]([NH:19][C:20]([O:22][CH2:23][C:24]1[S:28][CH:27]=[N:26][CH:25]=1)=[O:21])[CH2:12][C:13]1[CH:18]=[CH:17][CH:16]=[CH:15][CH:14]=1)[C:2]1[CH:7]=[CH:6][CH:5]=[CH:4][CH:3]=1.[P:60](=[O:64])([OH:63])([OH:62])[OH:61].IN1C(=O)CCC1=O.C([O-])([O-])=O.[Na+:77].[Na+].[O-]S([O-])(=S)=O.[Na+].[Na+], predict the reaction product. (3) Given the reactants C(N(CC)CC)C.I[C:9]1[CH:18]=[CH:17][C:16]2[NH:15][C:14](=[O:19])[C:13]3[NH:20][CH:21]=[CH:22][C:12]=3[C:11]=2[CH:10]=1.[CH2:23]([C:25]([O-:27])=[O:26])[CH3:24].[CH3:28][N:29]([CH3:33])[CH2:30][C:31]#[CH:32], predict the reaction product. The product is: [CH3:28][N:29]([CH3:33])[CH2:30][C:31]#[C:32][C:9]1[CH:18]=[CH:17][C:16]2[NH:15][C:14](=[O:19])[C:13]3[NH:20][CH:21]=[CH:22][C:12]=3[C:11]=2[CH:10]=1.[CH2:23]([C:25]([O-:27])=[O:26])[CH3:24]. (4) Given the reactants [F:1][C:2]1[C:28]([F:29])=[CH:27][CH:26]=[CH:25][C:3]=1[O:4][C:5]1[CH:10]=[CH:9][C:8]([C:11]2[O:15][N:14]=[C:13]([C:16]3[S:20][C:19]([CH2:21]O)=[CH:18][C:17]=3[CH2:23][CH3:24])[N:12]=2)=[CH:7][CH:6]=1.C(Br)(Br)(Br)Br.C1(P(C2C=CC=CC=2)C2C=CC=CC=2)C=CC=CC=1.Cl.[NH:55]1[CH2:58][CH:57]([C:59]([O:61][CH3:62])=[O:60])[CH2:56]1.C(N(CC)C(C)C)(C)C, predict the reaction product. The product is: [F:1][C:2]1[C:28]([F:29])=[CH:27][CH:26]=[CH:25][C:3]=1[O:4][C:5]1[CH:10]=[CH:9][C:8]([C:11]2[O:15][N:14]=[C:13]([C:16]3[S:20][C:19]([CH2:21][N:55]4[CH2:58][CH:57]([C:59]([O:61][CH3:62])=[O:60])[CH2:56]4)=[CH:18][C:17]=3[CH2:23][CH3:24])[N:12]=2)=[CH:7][CH:6]=1. (5) Given the reactants Br[C:2]1[CH:10]=[C:9]2[C:5]([CH2:6][C:7]3([CH2:16][CH2:15][CH:14]([O:17][CH:18]([F:20])[F:19])[CH2:13][CH2:12]3)[C:8]2=[O:11])=[CH:4][CH:3]=1.[CH:38]1[CH:39]=[CH:34]C(P([C:34]2[CH:39]=[CH:38][CH:37]=[CH:36]C=2)[C:38]2[CH:39]=[CH:34]C=[CH:36][CH:37]=2)=[CH:36][CH:37]=1, predict the reaction product. The product is: [CH:38]1([C:37]#[C:36][C:2]2[CH:10]=[C:9]3[C:5]([CH2:6][C:7]4([CH2:16][CH2:15][CH:14]([O:17][CH:18]([F:20])[F:19])[CH2:13][CH2:12]4)[C:8]3=[O:11])=[CH:4][CH:3]=2)[CH2:39][CH2:34]1. (6) Given the reactants [O:1]1[C:5]2[CH:6]=[CH:7][C:8]([CH:10]([C:26]3[C:34]4[C:29](=[CH:30][C:31](Br)=[CH:32][CH:33]=4)[N:28]([CH3:36])[CH:27]=3)[C:11]([NH:13][S:14]([C:17]3[CH:22]=[CH:21][C:20]([CH:23]([CH3:25])[CH3:24])=[CH:19][CH:18]=3)(=[O:16])=[O:15])=[O:12])=[CH:9][C:4]=2[O:3][CH2:2]1.[C:37]([O:41][CH2:42][CH3:43])(=[O:40])[CH:38]=[CH2:39].C(N(CC)CC)C.C1(C)C=CC=CC=1P(C1C=CC=CC=1C)C1C=CC=CC=1C, predict the reaction product. The product is: [O:1]1[C:5]2[CH:6]=[CH:7][C:8]([CH:10]([C:26]3[C:34]4[C:29](=[CH:30][C:31](/[CH:39]=[CH:38]/[C:37]([O:41][CH2:42][CH3:43])=[O:40])=[CH:32][CH:33]=4)[N:28]([CH3:36])[CH:27]=3)[C:11]([NH:13][S:14]([C:17]3[CH:22]=[CH:21][C:20]([CH:23]([CH3:25])[CH3:24])=[CH:19][CH:18]=3)(=[O:16])=[O:15])=[O:12])=[CH:9][C:4]=2[O:3][CH2:2]1.